Dataset: Catalyst prediction with 721,799 reactions and 888 catalyst types from USPTO. Task: Predict which catalyst facilitates the given reaction. (1) Reactant: [CH3:1][CH:2]([CH3:11])[CH2:3][CH2:4][NH:5][C:6]1[NH:7][N:8]=[CH:9][CH:10]=1.NC1NN=C([CH:18]2[CH2:20][CH2:19]2)C=1. Product: [CH:18]1([C:9]2[CH:10]=[C:6]([NH:5][CH2:4][CH2:3][CH:2]([CH3:11])[CH3:1])[NH:7][N:8]=2)[CH2:20][CH2:19]1. The catalyst class is: 15. (2) Reactant: [CH:1]1([N:4]2[C:13]3[C:8](=[CH:9][C:10]([F:19])=[C:11]([F:18])[C:12]=3[O:14]C(C)C)[C:7](=[O:20])[C:6]([C:21]([O:23][CH2:24][CH3:25])=[O:22])=[CH:5]2)[CH2:3][CH2:2]1.[N+:26]([O-])([O-:28])=[O:27].[K+]. Product: [CH:1]1([N:4]2[C:13]3[C:8](=[C:9]([N+:26]([O-:28])=[O:27])[C:10]([F:19])=[C:11]([F:18])[C:12]=3[OH:14])[C:7](=[O:20])[C:6]([C:21]([O:23][CH2:24][CH3:25])=[O:22])=[CH:5]2)[CH2:3][CH2:2]1. The catalyst class is: 82. (3) Reactant: [NH2:1][C:2]1[N:3]=[C:4]2[C:13]3[C:7]([CH2:8][CH:9]([C:14]#[N:15])[S:10][C:11]=3[N:12]=1)=[N:6][N:5]2[CH2:16][C:17]1[C:22]([CH3:23])=[C:21]([O:24][CH3:25])[C:20]([CH3:26])=[CH:19][N:18]=1.[CH:27]([N-]C(C)C)([CH3:29])[CH3:28].[Li+].C(Br)C#C.O. Product: [NH2:1][C:2]1[N:3]=[C:4]2[C:13]3[C:7]([CH2:8][C:9]([CH2:29][C:27]#[CH:28])([C:14]#[N:15])[S:10][C:11]=3[N:12]=1)=[N:6][N:5]2[CH2:16][C:17]1[C:22]([CH3:23])=[C:21]([O:24][CH3:25])[C:20]([CH3:26])=[CH:19][N:18]=1. The catalyst class is: 7. (4) Reactant: Cl[C:2]1[N:3]=[C:4]([N:13]2[CH2:18][CH2:17][N:16]([C:19](=[O:27])[CH2:20][C:21]3[CH:26]=[CH:25][CH:24]=[CH:23][CH:22]=3)[CH2:15][CH2:14]2)[C:5]2[CH:10]=[C:9]([CH2:11][CH3:12])[S:8][C:6]=2[N:7]=1.CN(C=O)C.[SH:33][CH2:34][C:35]([NH2:37])=[O:36]. Product: [CH2:11]([C:9]1[S:8][C:6]2[N:7]=[C:2]([S:33][CH2:34][C:35]([NH2:37])=[O:36])[N:3]=[C:4]([N:13]3[CH2:18][CH2:17][N:16]([C:19](=[O:27])[CH2:20][C:21]4[CH:26]=[CH:25][CH:24]=[CH:23][CH:22]=4)[CH2:15][CH2:14]3)[C:5]=2[CH:10]=1)[CH3:12]. The catalyst class is: 328. (5) Reactant: [Br:1][C:2]1[C:13]([CH3:14])=[CH:12][C:5]([O:6][CH2:7][C@@H:8]([CH3:11])[CH2:9][OH:10])=[CH:4][C:3]=1[CH3:15].[CH3:16][S:17](Cl)(=[O:19])=[O:18].C(N(CC)CC)C. Product: [Br:1][C:2]1[C:13]([CH3:14])=[CH:12][C:5]([O:6][CH2:7][C@@H:8]([CH3:11])[CH2:9][O:10][S:17]([CH3:16])(=[O:19])=[O:18])=[CH:4][C:3]=1[CH3:15]. The catalyst class is: 4. (6) Reactant: [Cl:1][C:2]1[N:7]=[C:6](Cl)[C:5]([Cl:9])=[CH:4][N:3]=1.[CH3:10][O:11][C:12]1[CH:17]=[CH:16][C:15]([OH:18])=[CH:14][CH:13]=1.C(=O)([O-])[O-].[K+].[K+]. Product: [Cl:1][C:2]1[N:7]=[C:6]([O:18][C:15]2[CH:16]=[CH:17][C:12]([O:11][CH3:10])=[CH:13][CH:14]=2)[C:5]([Cl:9])=[CH:4][N:3]=1. The catalyst class is: 37. (7) Reactant: [C:1]([O:5][C:6](=[O:23])[NH:7][C:8]1[C:13]([F:14])=[CH:12][CH:11]=[CH:10][C:9]=1[O:15][CH2:16][C:17]1[CH:22]=[CH:21][CH:20]=[CH:19][CH:18]=1)([CH3:4])([CH3:3])[CH3:2].C1C(=O)N([Br:31])C(=O)C1.O. The catalyst class is: 3. Product: [C:1]([O:5][C:6](=[O:23])[NH:7][C:8]1[C:9]([O:15][CH2:16][C:17]2[CH:18]=[CH:19][CH:20]=[CH:21][CH:22]=2)=[CH:10][CH:11]=[C:12]([Br:31])[C:13]=1[F:14])([CH3:4])([CH3:2])[CH3:3].